This data is from NCI-60 drug combinations with 297,098 pairs across 59 cell lines. The task is: Regression. Given two drug SMILES strings and cell line genomic features, predict the synergy score measuring deviation from expected non-interaction effect. Drug 1: CC(CN1CC(=O)NC(=O)C1)N2CC(=O)NC(=O)C2. Drug 2: CCC1=C2CN3C(=CC4=C(C3=O)COC(=O)C4(CC)O)C2=NC5=C1C=C(C=C5)O. Cell line: U251. Synergy scores: CSS=58.4, Synergy_ZIP=-3.97, Synergy_Bliss=0.0394, Synergy_Loewe=1.37, Synergy_HSA=5.11.